This data is from Full USPTO retrosynthesis dataset with 1.9M reactions from patents (1976-2016). The task is: Predict the reactants needed to synthesize the given product. (1) Given the product [F:1][C:2]1[CH:3]=[CH:4][C:5]([CH:8]([OH:27])[CH:9]([CH2:15][C:16]2[CH:21]=[CH:20][C:19]([C:22]([F:24])([F:25])[F:23])=[C:18]([F:26])[CH:17]=2)[C:10]([OH:12])=[O:11])=[CH:6][CH:7]=1, predict the reactants needed to synthesize it. The reactants are: [F:1][C:2]1[CH:7]=[CH:6][C:5]([CH:8]([OH:27])[CH:9]([CH2:15][C:16]2[CH:21]=[CH:20][C:19]([C:22]([F:25])([F:24])[F:23])=[C:18]([F:26])[CH:17]=2)[C:10]([O:12]CC)=[O:11])=[CH:4][CH:3]=1.[OH-].[Na+].Cl. (2) Given the product [CH:1]([C:4]1[CH:5]=[CH:6][C:7](=[O:10])[NH:8][N:9]=1)([CH3:3])[CH3:2], predict the reactants needed to synthesize it. The reactants are: [CH:1]([C:4]1[CH2:5][CH2:6][C:7](=[O:10])[NH:8][N:9]=1)([CH3:3])[CH3:2].BrBr. (3) Given the product [C:25]([O:1][CH2:2][C:3]1[C:12]2[O:11][CH:10]([CH:13]([CH3:15])[CH3:14])[C:9](=[O:16])[NH:8][C:7]=2[CH:6]=[C:5]([O:17][CH3:18])[CH:4]=1)(=[O:27])[CH3:26], predict the reactants needed to synthesize it. The reactants are: [OH:1][CH2:2][C:3]1[C:12]2[O:11][CH:10]([CH:13]([CH3:15])[CH3:14])[C:9](=[O:16])[NH:8][C:7]=2[CH:6]=[C:5]([O:17][CH3:18])[CH:4]=1.N1C=CC=CC=1.[C:25](OC(=O)C)(=[O:27])[CH3:26].O. (4) Given the product [Cl:19][C:20]1[CH:25]=[C:24]([C:2]2[N:3]=[C:4]([C:9]3[CH:14]=[CH:13][C:12]([C:15]([F:18])([F:17])[F:16])=[CH:11][CH:10]=3)[CH:5]=[C:6]([CH3:8])[N:7]=2)[CH:23]=[CH:22][N:21]=1, predict the reactants needed to synthesize it. The reactants are: Cl[C:2]1[N:7]=[C:6]([CH3:8])[CH:5]=[C:4]([C:9]2[CH:14]=[CH:13][C:12]([C:15]([F:18])([F:17])[F:16])=[CH:11][CH:10]=2)[N:3]=1.[Cl:19][C:20]1[CH:25]=[C:24](B(O)O)[CH:23]=[CH:22][N:21]=1. (5) Given the product [NH2:16][C:2]1[CH:11]=[CH:10][C:9]2[C:4](=[CH:5][CH:6]=[CH:7][C:8]=2[N+:12]([O-:14])=[O:13])[N:3]=1, predict the reactants needed to synthesize it. The reactants are: Cl[C:2]1[CH:11]=[CH:10][C:9]2[C:4](=[CH:5][CH:6]=[CH:7][C:8]=2[N+:12]([O-:14])=[O:13])[N:3]=1.O.[NH3:16].C1COCC1.